From a dataset of Full USPTO retrosynthesis dataset with 1.9M reactions from patents (1976-2016). Predict the reactants needed to synthesize the given product. Given the product [C:7]12([CH2:6][O:5][C:3](=[O:4])[C:2]([F:1])([F:21])[S:17]([OH:20])(=[O:19])=[O:18])[CH2:16][CH:11]3[CH2:10][CH:9]([CH2:15][CH:13]([CH2:12]3)[CH2:14]1)[CH2:8]2.[C:37]1([S+:30]([C:24]2[CH:25]=[CH:26][CH:27]=[CH:28][CH:29]=2)[C:31]2[CH:36]=[CH:35][CH:34]=[CH:33][CH:32]=2)[CH:38]=[CH:39][CH:40]=[CH:41][CH:42]=1, predict the reactants needed to synthesize it. The reactants are: [F:1][C:2]([F:21])([S:17]([OH:20])(=[O:19])=[O:18])[C:3]([O:5][CH2:6][C:7]12[CH2:16][CH:11]3[CH2:12][CH:13]([CH2:15][CH:9]([CH2:10]3)[CH2:8]1)[CH2:14]2)=[O:4].[Na].[Br-].[C:24]1([S+:30]([C:37]2[CH:42]=[CH:41][CH:40]=[CH:39][CH:38]=2)[C:31]2[CH:36]=[CH:35][CH:34]=[CH:33][CH:32]=2)[CH:29]=[CH:28][CH:27]=[CH:26][CH:25]=1.O.